Predict the reaction yield, written as a fraction of the theoretical maximum amount of product (1.0 means a 100% yield; for example, 0.34 means a 34% yield). From a dataset of Reaction yield outcomes from USPTO patents with 853,638 reactions. (1) The product is [ClH:32].[ClH:32].[F:1][C:2]1[CH:11]=[C:10]([C:12]2[CH:13]=[N:14][C:15]3[N:16]([C:18]([CH2:21][C:22]4[CH:23]=[C:24]5[C:29](=[CH:30][CH:31]=4)[N:28]=[CH:27][CH:26]=[CH:25]5)=[CH:19][N:20]=3)[N:17]=2)[CH:9]=[CH:8][C:3]=1[C:4]([NH:6][CH3:7])=[O:5]. The yield is 0.950. The catalyst is CO.C(O)(C)C. The reactants are [F:1][C:2]1[CH:11]=[C:10]([C:12]2[CH:13]=[N:14][C:15]3[N:16]([C:18]([CH2:21][C:22]4[CH:23]=[C:24]5[C:29](=[CH:30][CH:31]=4)[N:28]=[CH:27][CH:26]=[CH:25]5)=[CH:19][N:20]=3)[N:17]=2)[CH:9]=[CH:8][C:3]=1[C:4]([NH:6][CH3:7])=[O:5].[ClH:32].C(OC)(C)(C)C. (2) The reactants are [F:1][C:2]1[CH:3]=[C:4]([C:8](=[O:12])[C@H:9](O)[CH3:10])[CH:5]=[CH:6][CH:7]=1.CN(C1C2C(N(C)C)=CC=CC=2C=CC=1)C.S(OS(C(F)(F)F)(=O)=O)(C(F)(F)F)(=O)=O.[NH2:44][C:45]([CH3:49])([CH3:48])[CH2:46][OH:47]. The catalyst is C(#N)C. The product is [F:1][C:2]1[CH:3]=[C:4]([C@:8]2([OH:12])[O:47][CH2:46][C:45]([CH3:49])([CH3:48])[NH:44][C@H:9]2[CH3:10])[CH:5]=[CH:6][CH:7]=1. The yield is 0.390.